From a dataset of Forward reaction prediction with 1.9M reactions from USPTO patents (1976-2016). Predict the product of the given reaction. (1) Given the reactants Cl[C:2]1[N:7]=[C:6]([Cl:8])[CH:5]=[CH:4][N:3]=1.[C:9]([N:16]1[CH2:21][CH2:20][NH:19][CH2:18][CH2:17]1)([O:11][C:12]([CH3:15])([CH3:14])[CH3:13])=[O:10].C([O-])(O)=O.[Na+], predict the reaction product. The product is: [Cl:8][C:6]1[CH:5]=[CH:4][N:3]=[C:2]([N:19]2[CH2:18][CH2:17][N:16]([C:9]([O:11][C:12]([CH3:15])([CH3:14])[CH3:13])=[O:10])[CH2:21][CH2:20]2)[N:7]=1. (2) The product is: [CH3:36][C:35]1[C:30]([N:27]2[CH2:26][CH2:25][N:24]([C:22]([C:11]3[CH:12]=[CH:13][C:14]([N:16]4[CH2:20][CH2:19][CH2:18][C:17]4=[O:21])=[CH:15][C:10]=3[C:9]([NH:8][CH2:39][C:54]3[CH:53]=[CH:50][CH:49]=[C:48]([O:47][CH3:46])[CH:55]=3)=[O:38])=[O:23])[CH2:29][CH2:28]2)=[N:31][CH:32]=[C:33]([CH3:37])[CH:34]=1. Given the reactants C(OC([N:8]([C:39](OC(C)(C)C)=O)[C:9](=[O:38])[C:10]1[CH:15]=[C:14]([N:16]2[CH2:20][CH2:19][CH2:18][C:17]2=[O:21])[CH:13]=[CH:12][C:11]=1[C:22]([N:24]1[CH2:29][CH2:28][N:27]([C:30]2[C:35]([CH3:36])=[CH:34][C:33]([CH3:37])=[CH:32][N:31]=2)[CH2:26][CH2:25]1)=[O:23])=O)(C)(C)C.[CH3:46][O:47][C:48]1[CH:49]=[C:50]([CH:53]=[CH:54][CH:55]=1)CN, predict the reaction product. (3) Given the reactants [CH3:1][O:2][C:3]([C:5]1[C:14]2[C:9](=[CH:10][C:11]([NH2:15])=[CH:12][CH:13]=2)[CH:8]=[CH:7][CH:6]=1)=[O:4].Cl[C:17]1[C:26]2[C:21](=[CH:22][C:23]([O:29][CH3:30])=[C:24]([O:27][CH3:28])[CH:25]=2)[N:20]=[CH:19][CH:18]=1.FC(F)(F)C(O)=O, predict the reaction product. The product is: [CH3:1][O:2][C:3]([C:5]1[C:14]2[C:9](=[CH:10][C:11]([NH:15][C:17]3[C:26]4[C:21](=[CH:22][C:23]([O:29][CH3:30])=[C:24]([O:27][CH3:28])[CH:25]=4)[N:20]=[CH:19][CH:18]=3)=[CH:12][CH:13]=2)[CH:8]=[CH:7][CH:6]=1)=[O:4]. (4) Given the reactants [F:1][C:2]1([F:13])[O:6][C:5]2[CH:7]=[CH:8][C:9]([CH2:11]O)=[CH:10][C:4]=2[O:3]1.C1(P(C2C=CC=CC=2)C2C=CC=CC=2)C=CC=CC=1.C(Cl)(Cl)(Cl)[Cl:34], predict the reaction product. The product is: [Cl:34][CH2:11][C:9]1[CH:8]=[CH:7][C:5]2[O:6][C:2]([F:13])([F:1])[O:3][C:4]=2[CH:10]=1. (5) Given the reactants [OH:1][C:2]1[CH:7]=[C:6]([CH3:8])[C:5]([C:9]2[CH:14]=[CH:13][CH:12]=[C:11]([CH:15]=[O:16])[CH:10]=2)=[C:4]([CH3:17])[CH:3]=1.[CH2:18](Br)[C:19]1[CH:24]=[CH:23][CH:22]=[CH:21][CH:20]=1.C(=O)([O-])[O-].[K+].[K+].O, predict the reaction product. The product is: [CH2:18]([O:1][C:2]1[CH:7]=[C:6]([CH3:8])[C:5]([C:9]2[CH:14]=[CH:13][CH:12]=[C:11]([CH:15]=[O:16])[CH:10]=2)=[C:4]([CH3:17])[CH:3]=1)[C:19]1[CH:24]=[CH:23][CH:22]=[CH:21][CH:20]=1. (6) Given the reactants [CH:1](=O)[C:2]1[CH:7]=[CH:6][CH:5]=[CH:4][CH:3]=1.[NH2:9][C:10]1[CH:11]=[CH:12][CH:13]=[C:14]2[C:18]=1[NH:17][C:16]([C:19]([NH2:21])=[O:20])=[C:15]2[S:22]([N:25]1[CH2:30][CH2:29][O:28][C@H:27]([CH2:31][O:32][C:33]2[CH:38]=[CH:37][CH:36]=[CH:35][CH:34]=2)[CH2:26]1)(=[O:24])=[O:23], predict the reaction product. The product is: [CH2:1]([NH:9][C:10]1[CH:11]=[CH:12][CH:13]=[C:14]2[C:18]=1[NH:17][C:16]([C:19]([NH2:21])=[O:20])=[C:15]2[S:22]([N:25]1[CH2:30][CH2:29][O:28][C@H:27]([CH2:31][O:32][C:33]2[CH:38]=[CH:37][CH:36]=[CH:35][CH:34]=2)[CH2:26]1)(=[O:24])=[O:23])[C:2]1[CH:7]=[CH:6][CH:5]=[CH:4][CH:3]=1. (7) Given the reactants N1C2C3C=CC=CC=3N=CC=2[N:3]=[C:2]1[OH:14].C1(P([C:28]2[CH:33]=[CH:32]C=CC=2)C2C=CC=CC=2)C=CC=CC=1.OC1CC[N:38]([C:41]([O:43][C:44]([CH3:47])([CH3:46])C)=[O:42])CC1.C1C[O:51]CC1, predict the reaction product. The product is: [N:3]([C:2]([O:14][CH:33]([CH3:32])[CH3:28])=[O:51])=[N:38][C:41]([O:43][CH:44]([CH3:46])[CH3:47])=[O:42]. (8) Given the reactants [F:1][C:2]1[C:7]([F:8])=[C:6]([F:9])[C:5]([F:10])=[C:4]([F:11])[C:3]=1[C@H:12]([C@@H:14]1[C@@H:19]([CH3:20])[CH2:18][CH2:17][CH2:16][C:15]1([CH3:22])[CH3:21])[OH:13].C(=O)(O)[O-].[Na+].CC(OI1(OC(C)=O)(OC(C)=O)OC(=O)C2C=CC=CC1=2)=O, predict the reaction product. The product is: [F:1][C:2]1[C:7]([F:8])=[C:6]([F:9])[C:5]([F:10])=[C:4]([F:11])[C:3]=1[C:12]([C@@H:14]1[C@@H:19]([CH3:20])[CH2:18][CH2:17][CH2:16][C:15]1([CH3:21])[CH3:22])=[O:13]. (9) The product is: [Br:8][C:4]1[CH:5]=[CH:6][CH:7]=[C:2]([CH:10]2[CH2:14][CH2:13][CH2:12][CH2:11]2)[N:3]=1. Given the reactants Br[C:2]1[CH:7]=[CH:6][CH:5]=[C:4]([Br:8])[N:3]=1.[Br-].[CH:10]1([Zn+])[CH2:14][CH2:13][CH2:12][CH2:11]1, predict the reaction product.